From a dataset of Catalyst prediction with 721,799 reactions and 888 catalyst types from USPTO. Predict which catalyst facilitates the given reaction. (1) Reactant: F[C:2]1[C:7]([CH3:8])=[CH:6][CH:5]=[CH:4][C:3]=1[N+:9]([O-:11])=[O:10].[CH2:12]([C:19]1[CH:25]=[CH:24][C:22]([NH2:23])=[CH:21][CH:20]=1)[C:13]1[CH:18]=[CH:17][CH:16]=[CH:15][CH:14]=1.C([O-])(C)(C)C.[K+]. Product: [CH2:12]([C:19]1[CH:20]=[CH:21][C:22]([NH:23][C:2]2[C:3]([N+:9]([O-:11])=[O:10])=[CH:4][CH:5]=[CH:6][C:7]=2[CH3:8])=[CH:24][CH:25]=1)[C:13]1[CH:14]=[CH:15][CH:16]=[CH:17][CH:18]=1. The catalyst class is: 16. (2) Reactant: [C:1]([O:4][C@H:5]1[C@H:10]([N:11]=[C:12]=[S:13])[C@@H:9]([O:14][C:15](=[O:17])[CH3:16])[C@H:8]([O:18][C:19](=[O:21])[CH3:20])[C@@H:7]([CH2:22][O:23][C:24](=[O:26])[CH3:25])[O:6]1)(=[O:3])[CH3:2].Cl.[CH3:28][NH2:29]. Product: [C:1]([O:4][C@H:5]1[C@H:10]([NH:11][C:12]([NH:29][CH3:28])=[S:13])[C@@H:9]([O:14][C:15](=[O:17])[CH3:16])[C@H:8]([O:18][C:19](=[O:21])[CH3:20])[C@@H:7]([CH2:22][O:23][C:24](=[O:26])[CH3:25])[O:6]1)(=[O:3])[CH3:2]. The catalyst class is: 23. (3) Reactant: Cl.[Cl:2][C:3]1[CH:8]=[CH:7][C:6]([CH:9]2[CH2:14][NH:13][CH2:12][C:11]([CH3:16])([CH3:15])[NH:10]2)=[CH:5][CH:4]=1.[Cl:17][C:18]1[N:23]([CH3:24])[C:22](=[O:25])[CH:21]=[C:20]([C:26]2[CH:31]=[CH:30][N:29]=[CH:28][CH:27]=2)[N:19]=1.C(N(CC)CC)C.Cl.C(OCC)(=O)C. Product: [ClH:2].[ClH:17].[Cl:2][C:3]1[CH:4]=[CH:5][C:6]([CH:9]2[CH2:14][N:13]([C:18]3[N:23]([CH3:24])[C:22](=[O:25])[CH:21]=[C:20]([C:26]4[CH:27]=[CH:28][N:29]=[CH:30][CH:31]=4)[N:19]=3)[CH2:12][C:11]([CH3:16])([CH3:15])[NH:10]2)=[CH:7][CH:8]=1. The catalyst class is: 7. (4) Reactant: Cl.[N:2]1[CH:7]=[CH:6][CH:5]=[CH:4][C:3]=1[C:8](Cl)=[O:9].CCN(CC)CC.[NH2:18][C:19]1[CH:24]=[CH:23][C:22]([N:25]2[CH2:30][CH2:29][N:28]([C:31](=[O:35])[CH:32]([CH3:34])[CH3:33])[CH2:27][CH2:26]2)=[C:21]([Cl:36])[CH:20]=1. Product: [Cl:36][C:21]1[CH:20]=[C:19]([NH:18][C:8](=[O:9])[C:3]2[CH:4]=[CH:5][CH:6]=[CH:7][N:2]=2)[CH:24]=[CH:23][C:22]=1[N:25]1[CH2:30][CH2:29][N:28]([C:31](=[O:35])[CH:32]([CH3:33])[CH3:34])[CH2:27][CH2:26]1. The catalyst class is: 2. (5) Reactant: [CH3:1][C:2]1([CH3:41])[O:7][C:6]2[CH:8]=[CH:9][C:10]([C@H:12]3[O:16]C(=O)[N:14]([CH2:18][CH2:19][C:20]4[CH:21]=[CH:22][C:23]5[O:28][CH2:27][C@@H:26]([CH2:29][O:30][CH2:31][C:32]6[CH:33]=[C:34]([CH:37]=[CH:38][CH:39]=6)[C:35]#[N:36])[O:25][C:24]=5[CH:40]=4)[CH2:13]3)=[CH:11][C:5]=2[CH2:4][O:3]1.C[Si](C)(C)[O-].[K+]. Product: [CH3:1][C:2]1([CH3:41])[O:7][C:6]2[CH:8]=[CH:9][C:10]([C@@H:12]([OH:16])[CH2:13][NH:14][CH2:18][CH2:19][C:20]3[CH:21]=[CH:22][C:23]4[O:28][CH2:27][C@@H:26]([CH2:29][O:30][CH2:31][C:32]5[CH:33]=[C:34]([CH:37]=[CH:38][CH:39]=5)[C:35]#[N:36])[O:25][C:24]=4[CH:40]=3)=[CH:11][C:5]=2[CH2:4][O:3]1. The catalyst class is: 1. (6) Reactant: [Si]([O:8][CH2:9][C:10]1[CH:11]=[CH:12][C:13]2[O:18][CH2:17][CH2:16][N:15]([C:19]([C:21]3[CH:26]=[C:25]([Cl:27])[C:24]([OH:28])=[C:23]([Cl:29])[CH:22]=3)=[O:20])[C:14]=2[CH:30]=1)(C(C)(C)C)(C)C.[F-].C([N+](CCCC)(CCCC)CCCC)CCC.O1CCCC1. Product: [Cl:29][C:23]1[CH:22]=[C:21]([C:19]([N:15]2[C:14]3[CH:30]=[C:10]([CH2:9][OH:8])[CH:11]=[CH:12][C:13]=3[O:18][CH2:17][CH2:16]2)=[O:20])[CH:26]=[C:25]([Cl:27])[C:24]=1[OH:28]. The catalyst class is: 7. (7) Reactant: [S:1]1[C:5]([C@H:6]([O:25][Si](C(C)(C)C)(C2C=CC=CC=2)C2C=CC=CC=2)[CH2:7][CH2:8][C@H:9]2[C@H:13]([OH:14])[CH2:12][C:11](=[O:15])[C@@H:10]2[CH2:16]/[CH:17]=[CH:18]\[CH2:19][CH2:20][CH2:21][C:22]([OH:24])=[O:23])=[CH:4][C:3]2[CH:43]=[CH:44][CH:45]=[CH:46][C:2]1=2.CCCC[N+](CCCC)(CCCC)CCCC.[F-].O. Product: [S:1]1[C:5]([C@H:6]([OH:25])[CH2:7][CH2:8][C@H:9]2[C@H:13]([OH:14])[CH2:12][C:11](=[O:15])[C@@H:10]2[CH2:16]/[CH:17]=[CH:18]\[CH2:19][CH2:20][CH2:21][C:22]([OH:24])=[O:23])=[CH:4][C:3]2[CH:43]=[CH:44][CH:45]=[CH:46][C:2]1=2. The catalyst class is: 1.